From a dataset of Reaction yield outcomes from USPTO patents with 853,638 reactions. Predict the reaction yield, written as a fraction of the theoretical maximum amount of product (1.0 means a 100% yield; for example, 0.34 means a 34% yield). (1) The reactants are C(O[CH:4](OCC)[CH2:5][N:6]([CH3:8])[CH3:7])C.Cl.[OH-].[K+].[Cl:15][C:16]1[CH:17]=[C:18]([NH:31][C:32]2[C:33]3[CH:41]=[C:40]([NH:42][C:43](=[O:53])[CH2:44]P(=O)(OCC)OCC)[N:39]=[CH:38][C:34]=3[N:35]=[CH:36][N:37]=2)[CH:19]=[CH:20][C:21]=1[O:22][CH2:23][C:24]1[CH:29]=[CH:28][CH:27]=[C:26]([Cl:30])[CH:25]=1.[Li+].[Cl-]. The catalyst is O.C(Cl)Cl.CO.CC(N(C)C)=O.C1COCC1. The product is [Cl:15][C:16]1[CH:17]=[C:18]([CH:19]=[CH:20][C:21]=1[O:22][CH2:23][C:24]1[CH:29]=[CH:28][CH:27]=[C:26]([Cl:30])[CH:25]=1)[NH:31][C:32]1[C:33]2[CH:41]=[C:40]([NH:42][C:43](=[O:53])/[CH:44]=[CH:4]/[CH2:5][N:6]([CH3:8])[CH3:7])[N:39]=[CH:38][C:34]=2[N:35]=[CH:36][N:37]=1. The yield is 0.850. (2) The reactants are [F:1][C:2]1[CH:7]=[CH:6][C:5]([C:8]2[CH:13]=[CH:12][C:11]([CH2:14][N:15]([C:30]3[N:31]=[CH:32][C:33]4[C:38]([C:39]=3[CH3:40])=[CH:37][CH:36]=[CH:35][CH:34]=4)[S:16]([C:19]3[CH:29]=[CH:28][C:22]([C:23]([O:25]CC)=[O:24])=[CH:21][CH:20]=3)(=[O:18])=[O:17])=[CH:10][CH:9]=2)=[CH:4][CH:3]=1.[OH-].[Na+].Cl. The catalyst is CO. The product is [F:1][C:2]1[CH:7]=[CH:6][C:5]([C:8]2[CH:9]=[CH:10][C:11]([CH2:14][N:15]([C:30]3[N:31]=[CH:32][C:33]4[C:38]([C:39]=3[CH3:40])=[CH:37][CH:36]=[CH:35][CH:34]=4)[S:16]([C:19]3[CH:29]=[CH:28][C:22]([C:23]([OH:25])=[O:24])=[CH:21][CH:20]=3)(=[O:18])=[O:17])=[CH:12][CH:13]=2)=[CH:4][CH:3]=1. The yield is 0.740. (3) The reactants are [OH:1][CH2:2][CH:3]1[CH2:12][N:7]2[CH2:8][CH2:9][NH:10][CH2:11][CH:6]2[CH2:5][CH2:4]1.Cl[C:14]1[N:19]=[CH:18][CH:17]=[CH:16][N:15]=1.C(=O)([O-])[O-].[Na+].[Na+]. The catalyst is O. The product is [OH:1][CH2:2][CH:3]1[CH2:12][N:7]2[CH2:8][CH2:9][N:10]([C:14]3[N:19]=[CH:18][CH:17]=[CH:16][N:15]=3)[CH2:11][CH:6]2[CH2:5][CH2:4]1. The yield is 0.720. (4) The reactants are [Si]([O:8][CH:9]1[CH2:14][CH2:13][N:12]([C:15]2[CH:16]=[N:17][C:18]3[C:23]([CH:24]=2)=[CH:22][C:21]([S:25][C:26]2[N:30]4[CH:31]=[C:32]([C:35]([O:37]CC)=[CH2:36])[CH:33]=[CH:34][C:29]4=[N:28][N:27]=2)=[CH:20][CH:19]=3)[CH2:11][CH2:10]1)(C(C)(C)C)(C)C.Cl. The catalyst is C1COCC1. The product is [OH:8][CH:9]1[CH2:10][CH2:11][N:12]([C:15]2[CH:16]=[N:17][C:18]3[C:23]([CH:24]=2)=[CH:22][C:21]([S:25][C:26]2[N:30]4[CH:31]=[C:32]([C:35](=[O:37])[CH3:36])[CH:33]=[CH:34][C:29]4=[N:28][N:27]=2)=[CH:20][CH:19]=3)[CH2:13][CH2:14]1. The yield is 0.625. (5) The catalyst is C(#N)C. The reactants are [CH2:1]([C:4]1[NH:5][C:6]2[C:11]([CH:12]=1)=[C:10]([C:13]([F:16])([F:15])[F:14])[C:9]([C:17]#[N:18])=[CH:8][CH:7]=2)[CH2:2][CH3:3].C([O-])([O-])=O.[Cs+].[Cs+].Br[CH2:26][C:27]1[N:31]=[C:30]([C:32]2[CH:37]=[CH:36][C:35]([C:38]([CH3:41])([CH3:40])[CH3:39])=[CH:34][CH:33]=2)[O:29][N:28]=1. The product is [CH3:41][C:38]([C:35]1[CH:34]=[CH:33][C:32]([C:30]2[O:29][N:28]=[C:27]([CH2:26][N:5]3[C:6]4[C:11](=[C:10]([C:13]([F:15])([F:16])[F:14])[C:9]([C:17]#[N:18])=[CH:8][CH:7]=4)[CH:12]=[C:4]3[CH2:1][CH2:2][CH3:3])[N:31]=2)=[CH:37][CH:36]=1)([CH3:39])[CH3:40]. The yield is 0.160.